Dataset: Forward reaction prediction with 1.9M reactions from USPTO patents (1976-2016). Task: Predict the product of the given reaction. The product is: [O:34]=[C:24]1[C:32]2[C:27](=[CH:28][CH:29]=[CH:30][CH:31]=2)[C:26](=[O:33])[N:25]1[C@@H:12]([C:4]1[CH:5]=[CH:6][C:7]([C:8]([F:11])([F:10])[F:9])=[C:2]([F:1])[CH:3]=1)[CH2:13][N:14]([CH3:22])[C:15](=[O:21])[O:16][C:17]([CH3:20])([CH3:19])[CH3:18]. Given the reactants [F:1][C:2]1[CH:3]=[C:4]([C@@H:12](O)[CH2:13][N:14]([CH3:22])[C:15](=[O:21])[O:16][C:17]([CH3:20])([CH3:19])[CH3:18])[CH:5]=[CH:6][C:7]=1[C:8]([F:11])([F:10])[F:9].[C:24]1(=[O:34])[C:32]2[C:27](=[CH:28][CH:29]=[CH:30][CH:31]=2)[C:26](=[O:33])[NH:25]1.C1C=CC(P(C2C=CC=CC=2)C2C=CC=CC=2)=CC=1.CCOC(/N=N/C(OCC)=O)=O, predict the reaction product.